This data is from Experimentally validated miRNA-target interactions with 360,000+ pairs, plus equal number of negative samples. The task is: Binary Classification. Given a miRNA mature sequence and a target amino acid sequence, predict their likelihood of interaction. The miRNA is hsa-miR-17-5p with sequence CAAAGUGCUUACAGUGCAGGUAG. The protein sequence of the target gene is MWHSVGLTLLVFVATLLIVLLLMVCGWYFVWHLFLSKFKFLRELVGDTGSQEGDHEPSGSETEEDTSSSPHRIRSARQRRAPADEGHRPLT. Result: 1 (interaction).